This data is from NCI-60 drug combinations with 297,098 pairs across 59 cell lines. The task is: Regression. Given two drug SMILES strings and cell line genomic features, predict the synergy score measuring deviation from expected non-interaction effect. Drug 1: CCC1(CC2CC(C3=C(CCN(C2)C1)C4=CC=CC=C4N3)(C5=C(C=C6C(=C5)C78CCN9C7C(C=CC9)(C(C(C8N6C=O)(C(=O)OC)O)OC(=O)C)CC)OC)C(=O)OC)O.OS(=O)(=O)O. Drug 2: C1C(C(OC1N2C=NC3=C2NC=NCC3O)CO)O. Cell line: A498. Synergy scores: CSS=-2.47, Synergy_ZIP=0.0353, Synergy_Bliss=-2.86, Synergy_Loewe=-3.39, Synergy_HSA=-3.37.